Dataset: Full USPTO retrosynthesis dataset with 1.9M reactions from patents (1976-2016). Task: Predict the reactants needed to synthesize the given product. (1) The reactants are: C(OC([N:8]([CH2:21][CH:22]1[CH2:27][CH2:26][N:25]([C:28]2[CH:29]=[C:30]([CH:34]=[CH:35][CH:36]=2)[C:31]([OH:33])=[O:32])[CH2:24][CH:23]1[C:37]1[CH:42]=[CH:41][CH:40]=[CH:39][C:38]=1[F:43])[C@@H:9]([C:11]1[C:20]2[C:15](=[CH:16][CH:17]=[CH:18][CH:19]=2)[CH:14]=[CH:13][CH:12]=1)[CH3:10])=O)(C)(C)C.[ClH:44].C(OCC)(=O)C. Given the product [ClH:44].[F:43][C:38]1[CH:39]=[CH:40][CH:41]=[CH:42][C:37]=1[CH:23]1[CH:22]([CH2:21][NH:8][C@@H:9]([C:11]2[C:20]3[C:15](=[CH:16][CH:17]=[CH:18][CH:19]=3)[CH:14]=[CH:13][CH:12]=2)[CH3:10])[CH2:27][CH2:26][N:25]([C:28]2[CH:29]=[C:30]([CH:34]=[CH:35][CH:36]=2)[C:31]([OH:33])=[O:32])[CH2:24]1, predict the reactants needed to synthesize it. (2) Given the product [F:5][C:6]1[C:15]([OH:16])=[CH:14][CH:13]=[C:12]2[C:7]=1[CH:8]=[CH:9][CH:10]=[C:11]2[C:18]([OH:20])=[O:19], predict the reactants needed to synthesize it. The reactants are: B(Br)(Br)Br.[F:5][C:6]1[C:15]([O:16]C)=[CH:14][CH:13]=[C:12]2[C:7]=1[CH:8]=[CH:9][CH:10]=[C:11]2[C:18]([OH:20])=[O:19].[NH4+].[OH-].Cl. (3) Given the product [C:26]([N:22]1[CH2:23][CH2:24][C@H:20]([O:19][C:17]2[CH:18]=[C:13]([C:9]3[CH:8]=[C:7]4[C:12](=[CH:11][CH:10]=3)[N:3]([CH3:2])[C:4](=[O:25])[CH2:5][CH2:6]4)[CH:14]=[N:15][CH:16]=2)[CH2:21]1)(=[O:28])[CH3:27], predict the reactants needed to synthesize it. The reactants are: Cl.[CH3:2][N:3]1[C:12]2[C:7](=[CH:8][C:9]([C:13]3[CH:14]=[N:15][CH:16]=[C:17]([O:19][C@H:20]4[CH2:24][CH2:23][NH:22][CH2:21]4)[CH:18]=3)=[CH:10][CH:11]=2)[CH2:6][CH2:5][C:4]1=[O:25].[C:26](Cl)(=[O:28])[CH3:27]. (4) Given the product [ClH:1].[NH2:16][C@@H:14]([C:6]1[C:7](=[O:13])[NH:8][C:9]2[C:4]([CH:5]=1)=[CH:3][C:2]([Cl:1])=[C:11]([F:12])[CH:10]=2)[CH3:15], predict the reactants needed to synthesize it. The reactants are: [Cl:1][C:2]1[CH:3]=[C:4]2[C:9](=[CH:10][C:11]=1[F:12])[NH:8][C:7](=[O:13])[C:6]([C@H:14]([NH:16][S@@](C(C)(C)C)=O)[CH3:15])=[CH:5]2.Cl. (5) Given the product [N+:1]([C:4]1[CH:5]=[C:6]([NH:10][C:11]([NH:21][C:14]2[C:15]([CH3:20])=[CH:16][C:17]([CH3:19])=[CH:18][C:13]=2[CH3:22])=[S:12])[CH:7]=[CH:8][CH:9]=1)([O-:3])=[O:2], predict the reactants needed to synthesize it. The reactants are: [N+:1]([C:4]1[CH:5]=[C:6]([N:10]=[C:11]=[S:12])[CH:7]=[CH:8][CH:9]=1)([O-:3])=[O:2].[C:13]1([CH3:22])[CH:18]=[C:17]([CH3:19])[CH:16]=[C:15]([CH3:20])[C:14]=1[NH2:21].